Dataset: Full USPTO retrosynthesis dataset with 1.9M reactions from patents (1976-2016). Task: Predict the reactants needed to synthesize the given product. Given the product [CH3:1][C:2]1[CH:3]=[CH:4][C:5]([C:8]2[N:9]([C:10]3[CH:15]=[CH:14][C:13]([S:16][CH3:17])=[CH:12][CH:11]=3)[CH2:25][C:26]([OH:31])([C:27]([F:30])([F:29])[F:28])[N:18]=2)=[N:6][CH:7]=1, predict the reactants needed to synthesize it. The reactants are: [CH3:1][C:2]1[CH:3]=[CH:4][C:5]([C:8](=[NH:18])[NH:9][C:10]2[CH:15]=[CH:14][C:13]([S:16][CH3:17])=[CH:12][CH:11]=2)=[N:6][CH:7]=1.C(=O)(O)[O-].[Na+].Br[CH2:25][C:26](=[O:31])[C:27]([F:30])([F:29])[F:28].N1C=CNC1.